This data is from Catalyst prediction with 721,799 reactions and 888 catalyst types from USPTO. The task is: Predict which catalyst facilitates the given reaction. (1) Reactant: [F:1][C:2]1[CH2:11][CH2:10][C:9]2[CH2:8][CH2:7][N:6]3[C:12]([C@@H:15]([NH2:17])[CH3:16])=[N:13][CH:14]=[C:4]([C:5]=23)[CH:3]=1.[NH2:18][C:19]1[C:24]([C:25]#[N:26])=[C:23](Cl)[N:22]=[CH:21][N:20]=1.CCN(C(C)C)C(C)C. Product: [NH2:18][C:19]1[C:24]([C:25]#[N:26])=[C:23]([NH:17][C@H:15]([C:12]2[N:6]3[CH2:7][CH2:8][C:9]4[CH2:10][CH2:11][C:2]([F:1])=[CH:3][C:4]([C:5]=43)=[CH:14][N:13]=2)[CH3:16])[N:22]=[CH:21][N:20]=1. The catalyst class is: 32. (2) Reactant: C(OC([N:8]([CH:34]([CH2:40][C:41]1[CH:46]=[CH:45][CH:44]=[CH:43][N:42]=1)[C:35]([O:37][CH2:38][CH3:39])=[O:36])[C:9]1[CH:14]=[CH:13][C:12]([NH:15][C:16]([C:18]2[CH:23]=[CH:22][CH:21]=[CH:20][C:19]=2[C:24]2[CH:29]=[CH:28][C:27]([C:30]([F:33])([F:32])[F:31])=[CH:26][CH:25]=2)=[O:17])=[CH:11][CH:10]=1)=O)(C)(C)C.Cl.C(=O)([O-])O.[Na+]. Product: [N:42]1[CH:43]=[CH:44][CH:45]=[CH:46][C:41]=1[CH2:40][CH:34]([NH:8][C:9]1[CH:10]=[CH:11][C:12]([NH:15][C:16]([C:18]2[CH:23]=[CH:22][CH:21]=[CH:20][C:19]=2[C:24]2[CH:25]=[CH:26][C:27]([C:30]([F:31])([F:32])[F:33])=[CH:28][CH:29]=2)=[O:17])=[CH:13][CH:14]=1)[C:35]([O:37][CH2:38][CH3:39])=[O:36]. The catalyst class is: 684. (3) Reactant: [NH2:1][C:2]([C:4]1[CH:5]=[N:6][C:7]2[C:12]([C:13]=1[NH:14][C:15]1[CH:16]=[C:17]([CH:21]=[C:22]([N+:24]([O-])=O)[CH:23]=1)[C:18]([OH:20])=[O:19])=[CH:11][CH:10]=[C:9]([C:27]1[C:28]([CH3:33])=[N:29][O:30][C:31]=1[CH3:32])[CH:8]=2)=[O:3].[H][H]. Product: [NH2:24][C:22]1[CH:21]=[C:17]([CH:16]=[C:15]([NH:14][C:13]2[C:12]3[C:7](=[CH:8][C:9]([C:27]4[C:28]([CH3:33])=[N:29][O:30][C:31]=4[CH3:32])=[CH:10][CH:11]=3)[N:6]=[CH:5][C:4]=2[C:2]([NH2:1])=[O:3])[CH:23]=1)[C:18]([OH:20])=[O:19]. The catalyst class is: 19. (4) Reactant: [Cl:1][C:2]1[CH:10]=[CH:9][C:5]([C:6]([OH:8])=[O:7])=[CH:4][C:3]=1[C:11]1[O:12][C:13]([CH:16]=O)=[CH:14][CH:15]=1.[S:18]1[CH2:24][C:22](=[O:23])[NH:21][C:19]1=[S:20].N1CCCCC1. Product: [Cl:1][C:2]1[CH:10]=[CH:9][C:5]([C:6]([OH:8])=[O:7])=[CH:4][C:3]=1[C:11]1[O:12][C:13]([CH:16]=[C:24]2[S:18][C:19](=[S:20])[NH:21][C:22]2=[O:23])=[CH:14][CH:15]=1. The catalyst class is: 14. (5) Reactant: [Cl:1][C:2]1[CH:3]=[C:4]([NH:8][C:9]([N:11]2[CH2:16][CH2:15][C:14]3[NH:17][N:18]=[C:19]([C:20]([OH:22])=O)[C:13]=3[CH2:12]2)=[O:10])[CH:5]=[CH:6][CH:7]=1.[O:23]1[CH2:27][CH2:26][CH2:25][NH:24]1.CCN(C(C)C)C(C)C.CN(C(ON1N=NC2C=CC=NC1=2)=[N+](C)C)C.F[P-](F)(F)(F)(F)F. Product: [Cl:1][C:2]1[CH:3]=[C:4]([NH:8][C:9]([N:11]2[CH2:16][CH2:15][C:14]3[NH:17][N:18]=[C:19]([C:20]([N:24]4[CH2:25][CH2:26][CH2:27][O:23]4)=[O:22])[C:13]=3[CH2:12]2)=[O:10])[CH:5]=[CH:6][CH:7]=1. The catalyst class is: 3.